This data is from Full USPTO retrosynthesis dataset with 1.9M reactions from patents (1976-2016). The task is: Predict the reactants needed to synthesize the given product. (1) Given the product [C:1]([C:3]1[CH:4]=[C:5]([CH:28]=[CH:29][CH:30]=1)[O:6][C:7]1[N:12]=[C:11]([O:13][C:14]2[CH:19]=[CH:18][CH:17]=[CH:16][C:15]=2[CH2:20][CH2:21][C:22]([O:24][CH3:35])=[O:23])[C:10]([F:25])=[C:9]([CH3:26])[C:8]=1[F:27])#[N:2], predict the reactants needed to synthesize it. The reactants are: [C:1]([C:3]1[CH:4]=[C:5]([CH:28]=[CH:29][CH:30]=1)[O:6][C:7]1[N:12]=[C:11]([O:13][C:14]2[CH:19]=[CH:18][CH:17]=[CH:16][C:15]=2[CH2:20][CH2:21][C:22]([OH:24])=[O:23])[C:10]([F:25])=[C:9]([CH3:26])[C:8]=1[F:27])#[N:2].CI.N1(C2CCCCCCCCCC2)CCCCCCCC[CH2:35]N1. (2) The reactants are: [N+:1]([C:4]1[CH:5]=[CH:6][C:7]2[N:12]=[C:11]([C:13]3[CH:18]=[CH:17][C:16]([C:19]([CH3:22])([CH3:21])[CH3:20])=[CH:15][CH:14]=3)[O:10][C:9](=[O:23])[C:8]=2[CH:24]=1)([O-:3])=[O:2].[NH2:25][C:26]1[CH:34]=[C:33]2[C:29]([CH:30]=[N:31][NH:32]2)=[CH:28][CH:27]=1. Given the product [C:19]([C:16]1[CH:17]=[CH:18][C:13]([C:11]([NH:12][C:7]2[CH:6]=[CH:5][C:4]([N+:1]([O-:3])=[O:2])=[CH:24][C:8]=2[C:9]([NH:25][C:26]2[CH:34]=[C:33]3[C:29]([CH:30]=[N:31][NH:32]3)=[CH:28][CH:27]=2)=[O:23])=[O:10])=[CH:14][CH:15]=1)([CH3:20])([CH3:22])[CH3:21], predict the reactants needed to synthesize it. (3) Given the product [F:2][C:3]1[CH:4]=[CH:5][C:6]([CH:9]([N:13]2[CH2:18][CH2:17][CH2:16][CH2:15][CH2:14]2)[C:10]([O:12][C@@H:21]2[CH:22]3[CH2:25][CH2:26][N:19]([CH2:24][CH2:23]3)[CH2:20]2)=[O:11])=[CH:7][CH:8]=1, predict the reactants needed to synthesize it. The reactants are: Cl.[F:2][C:3]1[CH:8]=[CH:7][C:6]([CH:9]([N:13]2[CH2:18][CH2:17][CH2:16][CH2:15][CH2:14]2)[C:10]([OH:12])=[O:11])=[CH:5][CH:4]=1.[N:19]12[CH2:26][CH2:25][CH:22]([CH2:23][CH2:24]1)[C@@H:21](O)[CH2:20]2.C1CCC(N=C=NC2CCCCC2)CC1.C1C=CC2N(O)N=NC=2C=1. (4) Given the product [O:1]1[C:5]([C:6]2[N:7]=[C:8]([C:17]#[N:18])[CH:9]=[CH:10][CH:11]=2)=[CH:4][N:3]=[CH:2]1, predict the reactants needed to synthesize it. The reactants are: [O:1]1[C:5]([C:6]2[CH:11]=[CH:10][CH:9]=[CH:8][N+:7]=2[O-])=[CH:4][N:3]=[CH:2]1.C[Si]([C:17]#[N:18])(C)C.CN(C)C(Cl)=O. (5) The reactants are: [F:1][C:2]1[CH:7]=[CH:6][CH:5]=[CH:4][C:3]=1[N:8]([C:20](=O)[C@@H:21]([NH:24][C:25](=[O:31])[O:26][C:27]([CH3:30])([CH3:29])[CH3:28])[CH2:22][CH3:23])[C:9](=[O:19])[C:10]1[CH:15]=[CH:14][CH:13]=[CH:12][C:11]=1[N+:16]([O-])=O. Given the product [F:1][C:2]1[CH:7]=[CH:6][CH:5]=[CH:4][C:3]=1[N:8]1[C:9](=[O:19])[C:10]2[C:11](=[CH:12][CH:13]=[CH:14][CH:15]=2)[N:16]=[C:20]1[C@@H:21]([NH:24][C:25](=[O:31])[O:26][C:27]([CH3:30])([CH3:29])[CH3:28])[CH2:22][CH3:23], predict the reactants needed to synthesize it. (6) Given the product [C:39]([O:38][C:36](=[O:37])[NH:35][CH2:34][C@@H:30]([NH:29][C:27]([O:26][C:22]([CH3:25])([CH3:24])[CH3:23])=[O:28])[C:31](=[O:32])[NH:21][C:9]1[CH:10]=[C:11]([C:12]2[CH:17]=[CH:16][CH:15]=[C:14]([CH2:18][CH2:19][CH3:20])[CH:13]=2)[N:7]([C:1]2[CH:6]=[CH:5][CH:4]=[CH:3][CH:2]=2)[N:8]=1)([CH3:42])([CH3:41])[CH3:40], predict the reactants needed to synthesize it. The reactants are: [C:1]1([N:7]2[C:11]([C:12]3[CH:17]=[CH:16][CH:15]=[C:14]([CH2:18][CH2:19][CH3:20])[CH:13]=3)=[CH:10][C:9]([NH2:21])=[N:8]2)[CH:6]=[CH:5][CH:4]=[CH:3][CH:2]=1.[C:22]([O:26][C:27]([NH:29][C@H:30]([CH2:34][NH:35][C:36]([O:38][C:39]([CH3:42])([CH3:41])[CH3:40])=[O:37])[C:31](O)=[O:32])=[O:28])([CH3:25])([CH3:24])[CH3:23].C1C=CC2N(O)N=NC=2C=1.CCN=C=NCCCN(C)C.Cl.